Dataset: Full USPTO retrosynthesis dataset with 1.9M reactions from patents (1976-2016). Task: Predict the reactants needed to synthesize the given product. (1) Given the product [CH3:29][C:16]1([CH3:17])[CH2:11][CH2:12][CH2:13][CH2:14][CH:15]1[CH:1]=[O:4], predict the reactants needed to synthesize it. The reactants are: [C:1](=[O:4])(O)[O-].[Na+].CC(OI1(OC(C)=O)(OC(C)=O)O[C:17](=O)[C:16]2[CH:15]=[CH:14][CH:13]=[CH:12][C:11]1=2)=O.Cl[CH2:29]Cl. (2) Given the product [Cl:10][C:7]1[CH:8]=[CH:9][C:4]([C:3]([OH:29])=[O:2])=[CH:5][C:6]=1[NH:11][C:12]([CH:14]1[CH2:23][C:22]2[C:17](=[CH:18][C:19]([O:26][CH3:27])=[C:20]([O:24][CH3:25])[CH:21]=2)[NH:16][C:15]1=[O:28])=[O:13], predict the reactants needed to synthesize it. The reactants are: C[O:2][C:3](=[O:29])[C:4]1[CH:9]=[CH:8][C:7]([Cl:10])=[C:6]([NH:11][C:12]([CH:14]2[CH2:23][C:22]3[C:17](=[CH:18][C:19]([O:26][CH3:27])=[C:20]([O:24][CH3:25])[CH:21]=3)[NH:16][C:15]2=[O:28])=[O:13])[CH:5]=1.O.CO.[OH-].[Li+]. (3) Given the product [CH:10]([C:7]1[CH:6]=[CH:5][C:4]([CH:3]2[C:13]3[C:18]([CH3:19])=[CH:17][C:16]([CH3:20])=[CH:15][C:14]=3[O:1][CH2:2]2)=[CH:9][CH:8]=1)([CH3:12])[CH3:11], predict the reactants needed to synthesize it. The reactants are: [OH:1][CH2:2][CH:3]([C:13]1[C:18]([CH3:19])=[CH:17][C:16]([CH3:20])=[CH:15][C:14]=1O)[C:4]1[CH:9]=[CH:8][C:7]([CH:10]([CH3:12])[CH3:11])=[CH:6][CH:5]=1. (4) Given the product [CH2:9]1[C:10]2[C:15](=[CH:14][C:13]([C:37](=[O:39])[CH3:38])=[CH:12][CH:11]=2)[CH2:16][NH:8]1, predict the reactants needed to synthesize it. The reactants are: C(OC([N:8]1[CH2:16][C:15]2[C:10](=[CH:11][CH:12]=[C:13](I)[CH:14]=2)[CH2:9]1)=O)(C)(C)C.C1([As](C2C=CC=CC=2)C2C=CC=CC=2)C=CC=CC=1.[CH2:37]([O:39]C([Sn](CCCC)(CCCC)CCCC)=C)[CH3:38]. (5) Given the product [Br:26][CH2:25][C:28]1([C:29]([O:30][CH2:31][CH3:27])=[O:16])[CH2:12][CH2:10][C:4](=[CH2:5])[CH2:3][CH2:2]1, predict the reactants needed to synthesize it. The reactants are: [Li][CH2:2][CH2:3][CH2:4][CH3:5].C(N[CH:10]([CH3:12])C)(C)C.CN(C)P(N(C)C)(N(C)C)=[O:16].Br[CH2:25][Br:26].[CH2:27]1[CH2:31][O:30][CH2:29][CH2:28]1. (6) Given the product [Br:8][C:9]1[CH:16]=[CH:15][CH:14]=[CH:13][C:10]=1[CH2:11][C:4]1[O:3][C:2]([CH3:1])=[C:6]([CH3:7])[CH:5]=1, predict the reactants needed to synthesize it. The reactants are: [CH3:1][C:2]1[O:3][CH:4]=[CH:5][C:6]=1[CH3:7].[Br:8][C:9]1[CH:16]=[CH:15][CH:14]=[CH:13][C:10]=1[CH2:11]Br. (7) Given the product [CH2:1]([O:8][N:9]1[C:14]2[N:15]=[CH:16][N:17]=[CH:18][C:13]=2[C:12]([NH:19][CH2:20][C:21]2[CH:26]=[CH:25][C:24]([C:29]3[CH:34]=[CH:33][CH:32]=[CH:31][CH:30]=3)=[CH:23][CH:22]=2)=[CH:11][C:10]1=[O:28])[C:2]1[CH:7]=[CH:6][CH:5]=[CH:4][CH:3]=1, predict the reactants needed to synthesize it. The reactants are: [CH2:1]([O:8][N:9]1[C:14]2[N:15]=[CH:16][N:17]=[CH:18][C:13]=2[C:12]([NH:19][CH2:20][C:21]2[CH:26]=[CH:25][C:24](Br)=[CH:23][CH:22]=2)=[CH:11][C:10]1=[O:28])[C:2]1[CH:7]=[CH:6][CH:5]=[CH:4][CH:3]=1.[C:29]1(B(O)O)[CH:34]=[CH:33][CH:32]=[CH:31][CH:30]=1.C(=O)([O-])[O-].[Na+].[Na+].C(OCC)(=O)C. (8) Given the product [C:16]([C:12]1[CH:13]=[CH:14][CH:15]=[C:10]([S:5][CH2:4][CH2:3][N:2]([CH3:6])[CH3:1])[N:11]=1)#[N:17], predict the reactants needed to synthesize it. The reactants are: [CH3:1][N:2]([CH3:6])[CH2:3][CH2:4][SH:5].[H-].[Na+].Cl[C:10]1[CH:15]=[CH:14][CH:13]=[C:12]([C:16]#[N:17])[N:11]=1. (9) Given the product [NH2:17][C:5]1[C:4]2=[C:3]([C:18]3[CH:23]=[CH:22][C:21]([O:24][C:25]4[CH:30]=[CH:29][CH:28]=[C:27]([Cl:31])[CH:26]=4)=[C:20]([O:32][CH3:33])[CH:19]=3)[C:2]([Cl:1])=[C:10]([CH:11]3[CH2:16][CH2:15][CH2:14][N:13]([C:41](=[O:44])[CH:42]=[CH2:43])[CH2:12]3)[N:9]2[N:8]=[CH:7][N:6]=1, predict the reactants needed to synthesize it. The reactants are: [Cl:1][C:2]1[C:3]([C:18]2[CH:23]=[CH:22][C:21]([O:24][C:25]3[CH:30]=[CH:29][CH:28]=[C:27]([Cl:31])[CH:26]=3)=[C:20]([O:32][CH3:33])[CH:19]=2)=[C:4]2[N:9]([C:10]=1[CH:11]1[CH2:16][CH2:15][CH2:14][NH:13][CH2:12]1)[N:8]=[CH:7][N:6]=[C:5]2[NH2:17].C(N(CC)CC)C.[C:41](Cl)(=[O:44])[CH:42]=[CH2:43]. (10) Given the product [CH2:1]([C:3]1[CH:8]=[CH:7][C:6]([S:9]([CH3:12])(=[O:11])=[O:10])=[CH:5][C:4]=1[C:23]1[C:22]2[C:17](=[CH:18][CH:19]=[CH:20][CH:21]=2)[C:16](=[O:34])[N:15]([CH3:14])[CH:24]=1)[CH3:2], predict the reactants needed to synthesize it. The reactants are: [CH2:1]([C:3]1[CH:8]=[CH:7][C:6]([S:9]([CH3:12])(=[O:11])=[O:10])=[CH:5][C:4]=1I)[CH3:2].[CH3:14][N:15]1[CH:24]=[C:23](B2OC(C)(C)C(C)(C)O2)[C:22]2[C:17](=[CH:18][CH:19]=[CH:20][CH:21]=2)[C:16]1=[O:34].